Dataset: Peptide-MHC class II binding affinity with 134,281 pairs from IEDB. Task: Regression. Given a peptide amino acid sequence and an MHC pseudo amino acid sequence, predict their binding affinity value. This is MHC class II binding data. (1) The binding affinity (normalized) is 0.754. The MHC is HLA-DQA10501-DQB10301 with pseudo-sequence HLA-DQA10501-DQB10301. The peptide sequence is TVKFPGGGQIVGGVY. (2) The peptide sequence is ARGYISTRVGMGEAA. The MHC is DRB1_0802 with pseudo-sequence DRB1_0802. The binding affinity (normalized) is 0. (3) The peptide sequence is NFSLGAAVKAGAALL. The MHC is DRB1_1101 with pseudo-sequence DRB1_1101. The binding affinity (normalized) is 0.659. (4) The peptide sequence is LAAAAAWDALAAELY. The MHC is DRB3_0101 with pseudo-sequence DRB3_0101. The binding affinity (normalized) is 0.537. (5) The peptide sequence is AFITDGDNLFPKV. The MHC is DRB1_0401 with pseudo-sequence DRB1_0401. The binding affinity (normalized) is 0.565. (6) The peptide sequence is TVKVEPHTGDYVAAN. The MHC is DRB1_1101 with pseudo-sequence DRB1_1101. The binding affinity (normalized) is 0.121. (7) The peptide sequence is EVVNDVSTFSSGLVW. The MHC is DRB1_0101 with pseudo-sequence DRB1_0101. The binding affinity (normalized) is 0.362. (8) The peptide sequence is GSDWRFLRGYHLYA. The MHC is DRB1_0101 with pseudo-sequence DRB1_0101. The binding affinity (normalized) is 0.720. (9) The peptide sequence is RRGRIGRNPNRDGDS. The MHC is DRB1_1101 with pseudo-sequence DRB1_1101. The binding affinity (normalized) is 0.361. (10) The MHC is DRB1_0101 with pseudo-sequence DRB1_0101. The binding affinity (normalized) is 0.992. The peptide sequence is PSHIMSVLDMGQGIL.